This data is from Forward reaction prediction with 1.9M reactions from USPTO patents (1976-2016). The task is: Predict the product of the given reaction. (1) Given the reactants CNCC[C@H]([O:11][C:12]1[CH:13]=[CH:14][CH:15]=[C:16]2[CH:21]=[CH:20][CH:19]=[CH:18][C:17]=12)[C:6]1[S:10][CH:9]=[CH:8][CH:7]=1.CC[O:24]CC, predict the reaction product. The product is: [S:10]1[CH:9]=[CH:8][CH:7]=[C:6]1[OH:24].[C:12]1([OH:11])[C:17]2[C:16](=[CH:21][CH:20]=[CH:19][CH:18]=2)[CH:15]=[CH:14][CH:13]=1. (2) Given the reactants Cl[S:2]([C:5]1[CH:24]=[CH:23][C:22]([F:25])=[CH:21][C:6]=1[CH2:7][O:8][C@H:9]1[CH2:13][CH2:12][N:11]([C:14]([O:16][C:17]([CH3:20])([CH3:19])[CH3:18])=[O:15])[CH2:10]1)(=[O:4])=[O:3].[NH2:26][C:27]1[C:36]([C:37]([O:39][CH3:40])=[O:38])=[C:35]2[C:30]([C@H:31]3[CH2:41][C@H:32]3[CH2:33][O:34]2)=[CH:29][CH:28]=1, predict the reaction product. The product is: [F:25][C:22]1[CH:23]=[CH:24][C:5]([S:2](=[O:4])(=[O:3])[NH:26][C:27]2[CH:28]=[CH:29][C:30]3[C@H:31]4[CH2:41][C@H:32]4[CH2:33][O:34][C:35]=3[C:36]=2[C:37]([O:39][CH3:40])=[O:38])=[C:6]([CH:21]=1)[CH2:7][O:8][C@H:9]1[CH2:13][CH2:12][N:11]([C:14]([O:16][C:17]([CH3:20])([CH3:19])[CH3:18])=[O:15])[CH2:10]1. (3) Given the reactants Cl.[NH2:2][C@H:3]([C:5]1[C:6](=[O:16])[NH:7][C:8]2[C:13]([CH:14]=1)=[CH:12][C:11]([Cl:15])=[CH:10][CH:9]=2)[CH3:4].[Br:17][C:18]1[CH:23]=[CH:22][CH:21]=[C:20](F)[N:19]=1.CCN(C(C)C)C(C)C.O, predict the reaction product. The product is: [Br:17][C:18]1[N:19]=[C:20]([NH:2][C@H:3]([C:5]2[C:6](=[O:16])[NH:7][C:8]3[C:13]([CH:14]=2)=[CH:12][C:11]([Cl:15])=[CH:10][CH:9]=3)[CH3:4])[CH:21]=[CH:22][CH:23]=1. (4) Given the reactants [NH2:1][C:2]1[CH:3]=[CH:4][C:5]2[N:11]([CH3:12])[C:10](=[O:13])[O:9][CH2:8][CH2:7][C:6]=2[CH:14]=1.O(S(C(F)(F)F)(=O)=O)[Li].[O:24]1[CH2:26][C@@H:25]1[CH2:27][NH:28][C:29](=[O:35])[O:30][C:31]([CH3:34])([CH3:33])[CH3:32], predict the reaction product. The product is: [OH:24][C@H:25]([CH2:26][NH:1][C:2]1[CH:3]=[CH:4][C:5]2[N:11]([CH3:12])[C:10](=[O:13])[O:9][CH2:8][CH2:7][C:6]=2[CH:14]=1)[CH2:27][NH:28][C:29](=[O:35])[O:30][C:31]([CH3:33])([CH3:32])[CH3:34]. (5) The product is: [C:30]1([C:23]2[C:24]3[C:29](=[CH:28][CH:27]=[CH:26][CH:25]=3)[N:21]([CH2:20][C:19]3[CH:18]=[CH:17][C:16]([NH:15][S:44]([C:38]4[CH:43]=[CH:42][CH:41]=[CH:40][CH:39]=4)(=[O:46])=[O:45])=[CH:37][CH:36]=3)[C:22]=2[C:4]([OH:5])=[O:3])[CH:31]=[CH:32][CH:33]=[CH:34][CH:35]=1. Given the reactants C([O:3][C:4](C1NC2C(C=1)=CC=CC=2)=[O:5])C.[NH2:15][C:16]1[CH:37]=[CH:36][C:19]([CH2:20][N:21]2[C:29]3[C:24](=[CH:25][CH:26]=[CH:27][CH:28]=3)[C:23]([C:30]3[CH:35]=[CH:34][CH:33]=[CH:32][CH:31]=3)=[CH:22]2)=[CH:18][CH:17]=1.[C:38]1([S:44](Cl)(=[O:46])=[O:45])[CH:43]=[CH:42][CH:41]=[CH:40][CH:39]=1, predict the reaction product.